Dataset: Forward reaction prediction with 1.9M reactions from USPTO patents (1976-2016). Task: Predict the product of the given reaction. (1) Given the reactants [CH3:1][C:2]1[CH:13]=[C:5]2[N:6]=[CH:7][C:8]([C:10]([OH:12])=O)=[CH:9][N:4]2[N:3]=1.C(Cl)(=O)C(Cl)=O.C(=O)([O-])[O-].[K+].[K+].[NH2:26][CH2:27][C:28]1([NH2:33])[CH2:32][CH2:31][CH2:30][CH2:29]1.Cl, predict the reaction product. The product is: [NH2:33][C:28]1([CH2:27][NH:26][C:10]([C:8]2[CH:7]=[N:6][C:5]3[N:4]([N:3]=[C:2]([CH3:1])[CH:13]=3)[CH:9]=2)=[O:12])[CH2:32][CH2:31][CH2:30][CH2:29]1. (2) Given the reactants [CH3:1][O:2][C:3](=[O:17])[C:4]1[CH:9]=[CH:8][C:7](N)=[CH:6][C:5]=1[C:11]1[CH:16]=[CH:15][CH:14]=[CH:13][CH:12]=1.N([O-])=O.[Na+].O.[I-:23].[K+], predict the reaction product. The product is: [CH3:1][O:2][C:3](=[O:17])[C:4]1[CH:9]=[CH:8][C:7]([I:23])=[CH:6][C:5]=1[C:11]1[CH:16]=[CH:15][CH:14]=[CH:13][CH:12]=1. (3) Given the reactants C[Si]([N-][Si](C)(C)C)(C)C.[Li+].[C:11]([C:14]1[O:15][C:16]([O:19][CH3:20])=[CH:17][N:18]=1)(=[O:13])[CH3:12].[C:21](OC)(=[O:26])[C:22]([O:24][CH3:25])=[O:23].O, predict the reaction product. The product is: [CH3:25][O:24][C:22](=[O:23])[C:21](=[O:26])[CH2:12][C:11]([C:14]1[O:15][C:16]([O:19][CH3:20])=[CH:17][N:18]=1)=[O:13]. (4) Given the reactants [Cl:1][C:2]1[CH:34]=[CH:33][C:5]([C:6]([NH:8][CH:9]([CH2:21][C:22]2[C:31]3[C:26](=[CH:27][CH:28]=[CH:29][CH:30]=3)[NH:25][C:24](=[O:32])[CH:23]=2)[C:10]([O:12][CH2:13][CH2:14][N:15]2[CH2:20][CH2:19][O:18][CH2:17][CH2:16]2)=[O:11])=[O:7])=[CH:4][CH:3]=1.[C:35]([OH:40])(=[O:39])[C:36]([OH:38])=[O:37], predict the reaction product. The product is: [C:35]([OH:40])(=[O:39])[C:36]([OH:38])=[O:37].[Cl:1][C:2]1[CH:3]=[CH:4][C:5]([C:6]([NH:8][CH:9]([CH2:21][C:22]2[C:31]3[C:26](=[CH:27][CH:28]=[CH:29][CH:30]=3)[NH:25][C:24](=[O:32])[CH:23]=2)[C:10]([O:12][CH2:13][CH2:14][N:15]2[CH2:16][CH2:17][O:18][CH2:19][CH2:20]2)=[O:11])=[O:7])=[CH:33][CH:34]=1. (5) Given the reactants ClC1C=C(Cl)C=C(Cl)C=1[O:10][C:11](=O)[CH2:12][C:13](OC1C(Cl)=CC(Cl)=CC=1Cl)=[O:14].[CH2:26]([O:28][C:29](=[O:34])/[CH:30]=[C:31](\[NH2:33])/[CH3:32])[CH3:27].BrC1C=CC=CC=1, predict the reaction product. The product is: [CH2:26]([O:28][C:29](=[O:34])[C:30]1[C:11]([OH:10])=[CH:12][C:13]([OH:14])=[N:33][C:31]=1[CH3:32])[CH3:27]. (6) Given the reactants [NH2:1][C:2]1[CH:10]=[CH:9][C:5]([C:6]([OH:8])=O)=[CH:4][N:3]=1.[CH:11]1([CH:14]=[CH:15][C:16]2[S:20][C:19]([CH2:21][NH2:22])=[CH:18][CH:17]=2)[CH2:13][CH2:12]1.F[P-](F)(F)(F)(F)F.N1([P+](N(C)C)(N(C)C)N(C)C)C2C=CC=CC=2N=N1.C(N(CC)CC)C, predict the reaction product. The product is: [NH2:1][C:2]1[CH:10]=[CH:9][C:5]([C:6]([NH:22][CH2:21][C:19]2[S:20][C:16]([CH:15]=[CH:14][CH:11]3[CH2:13][CH2:12]3)=[CH:17][CH:18]=2)=[O:8])=[CH:4][N:3]=1. (7) The product is: [CH:19]1([CH2:22][CH2:16][C:14]2[CH:13]=[CH:12][C:5]3=[C:6]4[C:11](=[C:2]([NH2:1])[N:3]=[C:4]3[CH:15]=2)[N:10]=[CH:9][CH:8]=[CH:7]4)[CH2:21][CH2:20]1. Given the reactants [NH2:1][C:2]1[C:11]2[N:10]=[CH:9][CH:8]=[CH:7][C:6]=2[C:5]2[CH:12]=[CH:13][C:14]([CH:16]=O)=[CH:15][C:4]=2[N:3]=1.[Br-].[CH:19]1([CH2:22][P+](C2C=CC=CC=2)(C2C=CC=CC=2)C2C=CC=CC=2)[CH2:21][CH2:20]1, predict the reaction product.